This data is from Experimentally validated miRNA-target interactions with 360,000+ pairs, plus equal number of negative samples. The task is: Binary Classification. Given a miRNA mature sequence and a target amino acid sequence, predict their likelihood of interaction. (1) The miRNA is hsa-miR-3943 with sequence UAGCCCCCAGGCUUCACUUGGCG. The protein sequence of the target gene is MSEADSSSGFAGSVENGTFLELFPTSLSTSVDSSSGHLSNVYIYVSIFLSLLAFLLLLLIIALQRLKNIISSSSSYPEYPSDAGSSFTNLEVCSISSQRSTFSNLSS. Result: 0 (no interaction). (2) The miRNA is hsa-miR-1225-5p with sequence GUGGGUACGGCCCAGUGGGGGG. The protein sequence of the target gene is MAAVSMSVVLRQTLWRRRAVAVAALSVSRVPTRSLRTSTWRLAQDQTQDTQLITVDEKLDITTLTGVPEEHIKTRKVRIFVPARNNMQSGVNNTKKWKMEFDTRERWENPLMGWASTADPLSNMVLTFSTKEDAVSFAEKNGWSYDIEERKVPKPKSKSYGANFSWNKRTRVSTK. Result: 0 (no interaction). (3) Result: 1 (interaction). The protein sequence of the target gene is MSFICGLQSAARNHVFFRFNSLSNWRKCNTLASTSRGCHQVQVNHIVNKYQGLGVNQCDRWSFLPGNFHFYSTFNNKRTGGLSSTKSKEIWRITSKCTVWNDAFSRQLLIKEVTAVPSLSVLHPLSPASIRAIRNFHTSPRFQAAPVPLLLMILKPVQKLFAIIVGRGIRKWWQALPPNKKEVVKENIRKNKWKLFLGLSSFGLLFVVFYFTHLEVSPITGRSKLLLLGKEQFRLLSELEYEAWMEEFKNDMLTEKDARYLAVKEVLCHLIECNKDVPGISQINWVIHVVDSPIINAFVL.... The miRNA is hsa-miR-6715b-3p with sequence CUCAAACCGGCUGUGCCUGUGG. (4) The miRNA is hsa-miR-6875-5p with sequence UGAGGGACCCAGGACAGGAGA. The protein sequence of the target gene is MAGSRLPRQLFLQGVAAVFMFAFASLYTQIPGLYGPEGILPARRTLRPQGKGRWQQLWETPTLLWEAPRLGLDTAQGLELLSLLGALVALGALLLSPLRHPVIYLLLWAAYLSACQVGQVFLYFQWDSLLLETGFLAVLVAPLRPASHRKEAPQGRQAGALPHEDLPFWLVRWLLFRLMFASGVVKLTSRCPAWWGLTALTYHYETQCLPTPAAWFAHHLPVWLHKLSVVATFLIEIAVPPLFFAPIRRLRLAAFYSQVLLQVLIIITGNYNFFNLMTLVLTTALLDDQHLAAEPGHGSR.... Result: 1 (interaction).